This data is from Forward reaction prediction with 1.9M reactions from USPTO patents (1976-2016). The task is: Predict the product of the given reaction. (1) Given the reactants [Cl:1][C:2]1[CH:19]=[CH:18][C:17]([N:20]2[C:25](=[O:26])[NH:24][C:23](=[O:27])[CH:22]=[N:21]2)=[CH:16][C:3]=1[C:4]([NH:6][CH2:7][CH2:8][C:9]1[CH:14]=[CH:13][CH:12]=[CH:11][C:10]=1[Cl:15])=[O:5].CO.[CH3:30][Si](C=[N+]=[N-])(C)C, predict the reaction product. The product is: [Cl:1][C:2]1[CH:19]=[CH:18][C:17]([N:20]2[C:25](=[O:26])[N:24]([CH3:30])[C:23](=[O:27])[CH:22]=[N:21]2)=[CH:16][C:3]=1[C:4]([NH:6][CH2:7][CH2:8][C:9]1[CH:14]=[CH:13][CH:12]=[CH:11][C:10]=1[Cl:15])=[O:5]. (2) Given the reactants F[C:2](F)(F)[C:3]([O-])=O.[CH2:8]([NH2:15])[C:9]1[CH:14]=[CH:13][CH:12]=[CH:11][CH:10]=1.[S:16]1[CH:20]=[CH:19][N:18]=[C:17]1[N:21]1[CH:25]=[CH:24][CH:23]=[C:22]1[CH:26]=O, predict the reaction product. The product is: [C:9]1([CH2:8][N:15]([CH2:26][C:22]2[N:21]([C:17]3[S:16][CH:2]=[CH:3][N:18]=3)[CH:25]=[CH:24][CH:23]=2)[CH2:26][C:22]2[N:21]([C:17]3[S:16][CH:20]=[CH:19][N:18]=3)[CH:25]=[CH:24][CH:23]=2)[CH:14]=[CH:13][CH:12]=[CH:11][CH:10]=1. (3) Given the reactants [OH:1][C:2]1[CH:9]=[C:8]([CH3:10])[C:5]([CH:6]=[O:7])=[C:4]([CH3:11])[CH:3]=1.Cl[CH2:13][C:14]([O:16][CH2:17][CH3:18])=[O:15].C([O-])([O-])=O.[Cs+].[Cs+], predict the reaction product. The product is: [CH2:17]([O:16][C:14](=[O:15])[CH2:13][O:1][C:2]1[CH:3]=[C:4]([CH3:11])[C:5]([CH:6]=[O:7])=[C:8]([CH3:10])[CH:9]=1)[CH3:18]. (4) Given the reactants [C:1]([O:5][C:6]([N:8]([CH3:19])[C@H:9]1[CH2:14][CH2:13][C@H:12]([C:15]([O:17]C)=[O:16])[CH2:11][CH2:10]1)=[O:7])([CH3:4])([CH3:3])[CH3:2].[OH-].[Na+], predict the reaction product. The product is: [C:1]([O:5][C:6]([N:8]([CH3:19])[C@H:9]1[CH2:10][CH2:11][C@H:12]([C:15]([OH:17])=[O:16])[CH2:13][CH2:14]1)=[O:7])([CH3:4])([CH3:3])[CH3:2]. (5) Given the reactants Br[C:2]1[C:6]2[CH:7]=[N:8][CH:9]=[CH:10][C:5]=2[S:4][C:3]=1[CH3:11].[CH2:12]([CH:14]([C:17]1[C:18]2[N:19]([C:24](I)=[C:25]([CH3:27])[N:26]=2)[N:20]=[C:21]([CH3:23])[CH:22]=1)[CH2:15][CH3:16])[CH3:13], predict the reaction product. The product is: [CH2:12]([CH:14]([C:17]1[C:18]2[N:19]([C:24]([C:2]3[C:6]4[CH:7]=[N:8][CH:9]=[CH:10][C:5]=4[S:4][C:3]=3[CH3:11])=[C:25]([CH3:27])[N:26]=2)[N:20]=[C:21]([CH3:23])[CH:22]=1)[CH2:15][CH3:16])[CH3:13]. (6) Given the reactants C[O:2][C:3]1[CH:8]=[CH:7][C:6]([CH2:9][CH2:10]/[CH:11]=[CH:12]/[CH2:13][CH2:14][C:15]([OH:17])=[O:16])=[CH:5][CH:4]=1.COC.B(Br)(Br)Br, predict the reaction product. The product is: [OH:2][C:3]1[CH:4]=[CH:5][C:6]([CH2:9][CH2:10]/[CH:11]=[CH:12]/[CH2:13][CH2:14][C:15]([OH:17])=[O:16])=[CH:7][CH:8]=1. (7) The product is: [OH:1][C@H:2]([CH2:19][NH:20][CH2:21][C:22]1[CH:27]=[CH:26][CH:25]=[C:24]([O:28][CH3:29])[CH:23]=1)[C@@H:3]([NH:11][C:12](=[O:18])[C:47]1[CH:46]=[CH:42][CH:41]=[C:40]([C:39]([N:38]([CH3:37])[CH2:50][C:51]2[S:52][CH:53]=[C:54]([CH3:56])[N:55]=2)=[O:49])[CH:48]=1)[CH2:4][C:5]1[CH:6]=[CH:7][CH:8]=[CH:9][CH:10]=1. Given the reactants [OH:1][CH:2]([CH2:19][NH:20][CH2:21][C:22]1[CH:27]=[CH:26][CH:25]=[C:24]([O:28][CH3:29])[CH:23]=1)[CH:3]([NH:11][C:12](=[O:18])OC(C)(C)C)[CH2:4][C:5]1[CH:10]=[CH:9][CH:8]=[CH:7][CH:6]=1.C(O)(C(F)(F)F)=O.[CH3:37][N:38]([CH2:50][C:51]1[S:52][CH:53]=[C:54]([CH3:56])[N:55]=1)[C:39](=[O:49])[C:40]1[CH:41]=[C:42]([CH:46]=[CH:47][CH:48]=1)C(O)=O.CCN=C=NCCCN(C)C.C1C=CC2N(O)N=NC=2C=1, predict the reaction product.